Dataset: Reaction yield outcomes from USPTO patents with 853,638 reactions. Task: Predict the reaction yield, written as a fraction of the theoretical maximum amount of product (1.0 means a 100% yield; for example, 0.34 means a 34% yield). (1) The reactants are Cl[C:2]1[C:19]2[C:6](=[C:7]3[C:16](=[CH:17][CH:18]=2)[C:15]2[C:10](=[CH:11][CH:12]=[CH:13][CH:14]=2)[S:9](=[O:21])(=[O:20])[NH:8]3)[N:5]=[CH:4][CH:3]=1.[CH2:22]([NH:24][CH2:25][CH3:26])[CH3:23].CCN(C(C)C)C(C)C. The catalyst is C(O)CCC. The product is [O:20]=[S:9]1(=[O:21])[C:10]2[C:15](=[CH:14][CH:13]=[CH:12][CH:11]=2)[C:16]2[C:7](=[C:6]3[C:19](=[CH:18][CH:17]=2)[C:2]([N:24]([CH2:25][CH3:26])[CH2:22][CH3:23])=[CH:3][CH:4]=[N:5]3)[NH:8]1. The yield is 0.260. (2) The reactants are BrC1C=CC(O)=C(C2C=[CH:16][C:15]3[C:10](=[CH:11][CH:12]=[C:13]([C:18]4[N:22]([CH:23]5[CH2:28][CH2:27][CH2:26][CH2:25][CH2:24]5)[C:21]5[CH:29]=[CH:30][C:31]([C:33]([OH:35])=[O:34])=[CH:32][C:20]=5[N:19]=4)[CH:14]=3)[N:9]=2)C=1.[Cl:37][C:38]1[CH:43]=[C:42]([O:44][C:45]2[CH:50]=[CH:49][C:48]([Cl:51])=[CH:47][CH:46]=2)[CH:41]=[CH:40][C:39]=1[C:52](=O)[CH3:53].[OH-].[K+]. The catalyst is C(O)C. The product is [Cl:37][C:38]1[CH:43]=[C:42]([O:44][C:45]2[CH:50]=[CH:49][C:48]([Cl:51])=[CH:47][CH:46]=2)[CH:41]=[CH:40][C:39]=1[C:52]1[CH:53]=[CH:16][C:15]2[C:10](=[CH:11][CH:12]=[C:13]([C:18]3[N:22]([CH:23]4[CH2:24][CH2:25][CH2:26][CH2:27][CH2:28]4)[C:21]4[CH:29]=[CH:30][C:31]([C:33]([OH:35])=[O:34])=[CH:32][C:20]=4[N:19]=3)[CH:14]=2)[N:9]=1. The yield is 0.490.